Dataset: NCI-60 drug combinations with 297,098 pairs across 59 cell lines. Task: Regression. Given two drug SMILES strings and cell line genomic features, predict the synergy score measuring deviation from expected non-interaction effect. (1) Drug 1: C1CCN(CC1)CCOC2=CC=C(C=C2)C(=O)C3=C(SC4=C3C=CC(=C4)O)C5=CC=C(C=C5)O. Cell line: 786-0. Drug 2: CC12CCC3C(C1CCC2OP(=O)(O)O)CCC4=C3C=CC(=C4)OC(=O)N(CCCl)CCCl.[Na+]. Synergy scores: CSS=3.02, Synergy_ZIP=-0.572, Synergy_Bliss=1.60, Synergy_Loewe=2.07, Synergy_HSA=1.99. (2) Drug 1: COC1=CC(=CC(=C1O)OC)C2C3C(COC3=O)C(C4=CC5=C(C=C24)OCO5)OC6C(C(C7C(O6)COC(O7)C8=CC=CS8)O)O. Drug 2: CC(C)NC(=O)C1=CC=C(C=C1)CNNC.Cl. Cell line: RPMI-8226. Synergy scores: CSS=53.1, Synergy_ZIP=8.83, Synergy_Bliss=12.1, Synergy_Loewe=-36.3, Synergy_HSA=4.89.